The task is: Predict the reactants needed to synthesize the given product.. This data is from Full USPTO retrosynthesis dataset with 1.9M reactions from patents (1976-2016). (1) Given the product [F:23][C:24]([F:33])([F:34])[C:25]1[CH:26]=[C:27]([CH:30]=[CH:31][CH:32]=1)[CH2:28][NH:29][C:5](=[O:7])[C:4]1[CH:8]=[CH:9][N:10]=[C:2]([Br:1])[CH:3]=1, predict the reactants needed to synthesize it. The reactants are: [Br:1][C:2]1[CH:3]=[C:4]([CH:8]=[CH:9][N:10]=1)[C:5]([OH:7])=O.CCN=C=NCCCN(C)C.Cl.[F:23][C:24]([F:34])([F:33])[C:25]1[CH:26]=[C:27]([CH:30]=[CH:31][CH:32]=1)[CH2:28][NH2:29]. (2) Given the product [CH3:30][N:3]1[C:12]2[C:7](=[CH:8][C:9]([O:13][C:14](=[O:27])[NH:15][C:16]3[CH:21]=[CH:20][C:19]([Cl:22])=[C:18]([C:23]([F:24])([F:25])[F:26])[CH:17]=3)=[CH:10][CH:11]=2)[CH2:6][CH2:5][CH2:4]1, predict the reactants needed to synthesize it. The reactants are: [K+].[Br-].[NH:3]1[C:12]2[C:7](=[CH:8][C:9]([O:13][C:14](=[O:27])[NH:15][C:16]3[CH:21]=[CH:20][C:19]([Cl:22])=[C:18]([C:23]([F:26])([F:25])[F:24])[CH:17]=3)=[CH:10][CH:11]=2)[CH2:6][CH2:5][CH2:4]1.[H-].[Na+].[CH3:30]I.